From a dataset of Forward reaction prediction with 1.9M reactions from USPTO patents (1976-2016). Predict the product of the given reaction. (1) Given the reactants [NH:1]1[C:9]2[C:4](=[CH:5][CH:6]=[C:7]([CH:10]=[O:11])[CH:8]=2)[CH:3]=[CH:2]1.[H-].[Na+].Br[CH2:15][CH2:16][CH2:17][C:18]([F:21])([F:20])[F:19].O, predict the reaction product. The product is: [F:19][C:18]([F:21])([F:20])[CH2:17][CH2:16][CH2:15][N:1]1[C:9]2[C:4](=[CH:5][CH:6]=[C:7]([CH:10]=[O:11])[CH:8]=2)[CH:3]=[CH:2]1. (2) Given the reactants [Cl:1][C:2]1[CH:3]=[CH:4][C:5]([F:23])=[C:6]([CH:22]=1)[C:7]([CH:9]1[CH2:14][CH2:13][N:12](C(OC(C)(C)C)=O)[CH2:11][CH2:10]1)=[O:8].[ClH:24], predict the reaction product. The product is: [Cl:1][C:2]1[CH:3]=[CH:4][C:5]([F:23])=[C:6]([C:7]([CH:9]2[CH2:10][CH2:11][NH:12][CH2:13][CH2:14]2)=[O:8])[CH:22]=1.[ClH:24]. (3) Given the reactants [CH:1](=[C:8]1[CH2:12][N:11]([C:13]([O:15]C(C)(C)C)=O)[C@H:10]([C:20]([OH:22])=O)[CH2:9]1)[C:2]1[CH:7]=[CH:6][CH:5]=[CH:4][CH:3]=1.C(Cl)(=O)[C:24]1[CH:29]=[CH:28][CH:27]=[CH:26][CH:25]=1.[CH2:32]([N:34]1[C:46]2[CH:45]=[CH:44][C:43]([NH2:47])=[CH:42][C:41]=2[C:40]2[C:35]1=[CH:36][CH:37]=[CH:38][CH:39]=2)[CH3:33], predict the reaction product. The product is: [C:13]([N:11]1[CH2:12][C:8](=[CH:1][C:2]2[CH:3]=[CH:4][CH:5]=[CH:6][CH:7]=2)[CH2:9][C@H:10]1[C:20]([NH:47][C:43]1[CH:44]=[CH:45][C:46]2[N:34]([CH2:32][CH3:33])[C:35]3[C:40]([C:41]=2[CH:42]=1)=[CH:39][CH:38]=[CH:37][CH:36]=3)=[O:22])(=[O:15])[C:24]1[CH:29]=[CH:28][CH:27]=[CH:26][CH:25]=1. (4) Given the reactants [CH:1]([O:4][C:5]1[CH:13]=[CH:12][C:11]([C:14]#[C:15][C:16]2[CH:21]=[CH:20][CH:19]=[CH:18][C:17]=2[O:22][CH3:23])=[CH:10][C:6]=1[C:7]([OH:9])=O)([CH3:3])[CH3:2].[NH2:24][CH:25]([CH2:29][C:30]1[C:38]2[C:33](=[CH:34][CH:35]=[CH:36][CH:37]=2)[NH:32][CH:31]=1)[C@H:26]([OH:28])[CH3:27].C1C=CC2N(O)N=NC=2C=1.CCN=C=NCCCN(C)C, predict the reaction product. The product is: [OH:28][CH:26]([CH3:27])[C@H:25]([NH:24][C:7](=[O:9])[C:6]1[CH:10]=[C:11]([C:14]#[C:15][C:16]2[CH:21]=[CH:20][CH:19]=[CH:18][C:17]=2[O:22][CH3:23])[CH:12]=[CH:13][C:5]=1[O:4][CH:1]([CH3:2])[CH3:3])[CH2:29][C:30]1[C:38]2[C:33](=[CH:34][CH:35]=[CH:36][CH:37]=2)[NH:32][CH:31]=1. (5) Given the reactants [Cl:1][C:2]1[CH:3]=[C:4]([C:8]2[CH:29]=[C:11]3[N:12]=[C:13]([CH3:28])[C:14]([C:22](=[O:27])[C:23]([O:25][CH3:26])=[O:24])=[C:15]([CH:16]4[CH2:21][CH2:20][CH2:19][CH2:18][CH2:17]4)[N:10]3[N:9]=2)[CH:5]=[CH:6][CH:7]=1.CB1N2CCC[C@@H]2C(C2C=CC=CC=2)(C2C=CC=CC=2)O1.C1(C)C=CC=CC=1.[B]1OC2C(=CC=CC=2)O1.C1COCC1.C([O-])([O-])=O.[Na+].[Na+], predict the reaction product. The product is: [Cl:1][C:2]1[CH:3]=[C:4]([C:8]2[CH:29]=[C:11]3[N:12]=[C:13]([CH3:28])[C:14]([C@H:22]([OH:27])[C:23]([O:25][CH3:26])=[O:24])=[C:15]([CH:16]4[CH2:17][CH2:18][CH2:19][CH2:20][CH2:21]4)[N:10]3[N:9]=2)[CH:5]=[CH:6][CH:7]=1. (6) Given the reactants [Cl:1][C:2]1[CH:10]=[CH:9][C:5]([C:6](Cl)=[O:7])=[CH:4][C:3]=1[N+:11]([O-:13])=[O:12].[S:14]1[CH:18]=[CH:17][N:16]=[C:15]1[NH2:19], predict the reaction product. The product is: [Cl:1][C:2]1[CH:10]=[CH:9][C:5]([C:6]([NH:19][C:15]2[S:14][CH:18]=[CH:17][N:16]=2)=[O:7])=[CH:4][C:3]=1[N+:11]([O-:13])=[O:12]. (7) Given the reactants [Br:1][C:2]1[CH:3]=[N:4][C:5]2[N:6]([N:8]=[C:9]([C:11]([OH:13])=O)[CH:10]=2)[CH:7]=1.[O:14]1[CH:18]=[CH:17][C:16]([C:19]2[N:23]3[CH2:24][CH2:25][NH:26][CH2:27][C:22]3=[CH:21][CH:20]=2)=[CH:15]1, predict the reaction product. The product is: [Br:1][C:2]1[CH:3]=[N:4][C:5]2[N:6]([N:8]=[C:9]([C:11]([N:26]3[CH2:25][CH2:24][N:23]4[C:19]([C:16]5[CH:17]=[CH:18][O:14][CH:15]=5)=[CH:20][CH:21]=[C:22]4[CH2:27]3)=[O:13])[CH:10]=2)[CH:7]=1.